This data is from Forward reaction prediction with 1.9M reactions from USPTO patents (1976-2016). The task is: Predict the product of the given reaction. (1) Given the reactants [C@H:1]1([NH:10][C:11]2[CH:20]=[CH:19][C:18]3[C:13](=[CH:14][CH:15]=[C:16]([NH:21][C:22]([NH:24][CH:25]4[CH2:30][CH2:29][NH:28][CH2:27][CH2:26]4)=[O:23])[CH:17]=3)[N:12]=2)[C:9]2[C:4](=[CH:5][CH:6]=[CH:7][CH:8]=2)[CH2:3][CH2:2]1.C(N(CC)CC)C.[CH3:38][S:39]([CH:42]=[CH2:43])(=[O:41])=[O:40].C(OCC)(=O)C, predict the reaction product. The product is: [C@H:1]1([NH:10][C:11]2[CH:20]=[CH:19][C:18]3[C:13](=[CH:14][CH:15]=[C:16]([NH:21][C:22]([NH:24][CH:25]4[CH2:30][CH2:29][N:28]([CH2:43][CH2:42][S:39]([CH3:38])(=[O:41])=[O:40])[CH2:27][CH2:26]4)=[O:23])[CH:17]=3)[N:12]=2)[C:9]2[C:4](=[CH:5][CH:6]=[CH:7][CH:8]=2)[CH2:3][CH2:2]1. (2) Given the reactants Cl.C1C2C(COC([N:19]3[CH2:24][CH:23]([C:25](=[O:45])[N:26]([CH:42]4[CH2:44][CH2:43]4)[CH2:27][C:28]4[CH:33]=[C:32]([O:34][CH2:35][CH2:36][CH2:37][O:38][CH3:39])[CH:31]=[C:30]([O:40][CH3:41])[CH:29]=4)[CH2:22][CH:21]([NH2:46])[CH2:20]3)=O)C3C(=CC=CC=3)C=2C=CC=1.[C:55](O[C:55]([O:57][C:58]([CH3:61])([CH3:60])[CH3:59])=[O:56])([O:57][C:58]([CH3:61])([CH3:60])[CH3:59])=[O:56], predict the reaction product. The product is: [C:58]([O:57][C:55](=[O:56])[NH:46][C@@H:21]1[CH2:22][C@H:23]([C:25](=[O:45])[N:26]([CH:42]2[CH2:43][CH2:44]2)[CH2:27][C:28]2[CH:33]=[C:32]([O:34][CH2:35][CH2:36][CH2:37][O:38][CH3:39])[CH:31]=[C:30]([O:40][CH3:41])[CH:29]=2)[CH2:24][NH:19][CH2:20]1)([CH3:59])([CH3:60])[CH3:61]. (3) Given the reactants [N+:1]([C:4]1[CH:9]=[CH:8][C:7]([N:10]2[CH:14]=[CH:13][C:12]([C:15]3[CH:20]=[CH:19][CH:18]=[CH:17][CH:16]=3)=[CH:11]2)=[CH:6][C:5]=1[NH2:21])([O-:3])=[O:2].CC1(C)[O:28][C:27]([C:29]2[CH:30]=[C:31]([CH:34]=[CH:35][CH:36]=2)[C:32]#[N:33])=[CH:26][C:25](=O)[O:24]1, predict the reaction product. The product is: [C:32]([C:31]1[CH:30]=[C:29]([C:27](=[O:28])[CH2:26][C:25]([NH:21][C:5]2[CH:6]=[C:7]([N:10]3[CH:14]=[CH:13][C:12]([C:15]4[CH:20]=[CH:19][CH:18]=[CH:17][CH:16]=4)=[CH:11]3)[CH:8]=[CH:9][C:4]=2[N+:1]([O-:3])=[O:2])=[O:24])[CH:36]=[CH:35][CH:34]=1)#[N:33].